Dataset: Peptide-MHC class I binding affinity with 185,985 pairs from IEDB/IMGT. Task: Regression. Given a peptide amino acid sequence and an MHC pseudo amino acid sequence, predict their binding affinity value. This is MHC class I binding data. (1) The peptide sequence is ATYTGVFDK. The MHC is HLA-A69:01 with pseudo-sequence HLA-A69:01. The binding affinity (normalized) is 0.0847. (2) The peptide sequence is LLLLISLVY. The MHC is HLA-B08:01 with pseudo-sequence HLA-B08:01. The binding affinity (normalized) is 0.0847. (3) The peptide sequence is EVDPIGHLY. The MHC is HLA-A68:02 with pseudo-sequence HLA-A68:02. The binding affinity (normalized) is 0. (4) The MHC is HLA-B07:02 with pseudo-sequence HLA-B07:02. The binding affinity (normalized) is 0.692. The peptide sequence is RPRIRLSAP. (5) The peptide sequence is AQFSPQYL. The MHC is HLA-B14:02 with pseudo-sequence YYSEYRNICTNTDESNLYLWYNFYTWAELAYTWH. The binding affinity (normalized) is 0. (6) The peptide sequence is EKAAWGVAL. The MHC is HLA-B15:01 with pseudo-sequence HLA-B15:01. The binding affinity (normalized) is 0.0847. (7) The peptide sequence is VPLDEDFRKY. The MHC is HLA-B18:01 with pseudo-sequence HLA-B18:01. The binding affinity (normalized) is 0.